From a dataset of Forward reaction prediction with 1.9M reactions from USPTO patents (1976-2016). Predict the product of the given reaction. (1) The product is: [Cl:14][C:12]1[CH:13]=[C:8]2[C:7](=[O:17])[C:6]3[CH:18]=[C:2]([B:38]([OH:42])[OH:39])[CH:3]=[CH:4][C:5]=3[CH:16]=[CH:15][C:9]2=[N:10][CH:11]=1. Given the reactants Br[C:2]1[CH:3]=[CH:4][C:5]2[CH:16]=[CH:15][C:9]3=[N:10][CH:11]=[C:12]([Cl:14])[CH:13]=[C:8]3[C:7](=[O:17])[C:6]=2[CH:18]=1.C1(P(C2CCCCC2)C2CCCCC2)CCCCC1.[B:38]1(B2OC(C)(C)C(C)(C)O2)[O:42]C(C)(C)C(C)(C)[O:39]1.C([O-])(=O)C.[K+], predict the reaction product. (2) Given the reactants [CH3:1][C:2]1[CH:7]=[C:6]([O:8][CH2:9][CH2:10][CH2:11][S:12]([CH3:15])(=[O:14])=[O:13])[CH:5]=[CH:4][C:3]=1[C:16]1[C:17]2[CH:24]=[C:23]([O:25][CH2:26][C:27]3[CH:32]=[CH:31][C:30]([C@@H:33]([C:40]#[C:41][CH3:42])[CH2:34][C:35]([O:37]CC)=[O:36])=[CH:29][CH:28]=3)[CH:22]=[CH:21][C:18]=2[S:19][CH:20]=1.[Li+].[OH-].Cl, predict the reaction product. The product is: [CH3:1][C:2]1[CH:7]=[C:6]([O:8][CH2:9][CH2:10][CH2:11][S:12]([CH3:15])(=[O:14])=[O:13])[CH:5]=[CH:4][C:3]=1[C:16]1[C:17]2[CH:24]=[C:23]([O:25][CH2:26][C:27]3[CH:28]=[CH:29][C:30]([C@@H:33]([C:40]#[C:41][CH3:42])[CH2:34][C:35]([OH:37])=[O:36])=[CH:31][CH:32]=3)[CH:22]=[CH:21][C:18]=2[S:19][CH:20]=1. (3) Given the reactants [Cl:1][C:2]1[CH:7]=[CH:6][CH:5]=[CH:4][C:3]=1[CH:8]([O:10][C:11]([NH:13][C:14]1[C:15]([C:19]2[CH:32]=[CH:31][C:22]([CH2:23][S:24][CH2:25][CH2:26][C:27]([O:29][CH3:30])=[O:28])=[CH:21][CH:20]=2)=[N:16][O:17][CH:18]=1)=[O:12])[CH3:9].CCCCCC, predict the reaction product. The product is: [Cl:1][C:2]1[CH:7]=[CH:6][CH:5]=[CH:4][C:3]=1[C@H:8]([O:10][C:11]([NH:13][C:14]1[C:15]([C:19]2[CH:32]=[CH:31][C:22]([CH2:23][S:24][CH2:25][CH2:26][C:27]([O:29][CH3:30])=[O:28])=[CH:21][CH:20]=2)=[N:16][O:17][CH:18]=1)=[O:12])[CH3:9]. (4) Given the reactants [CH2:1]([NH:5][C:6]([NH:8][CH2:9][C:10]([N:12]1[CH2:29][CH2:28][C:15]2([CH2:20][CH2:19][CH2:18][N:17](C(OC(C)(C)C)=O)[CH2:16]2)[CH2:14][CH2:13]1)=[O:11])=[O:7])[CH:2]([CH3:4])[CH3:3].Cl, predict the reaction product. The product is: [CH2:20]1[C:15]2([CH2:28][CH2:29][N:12]([C:10](=[O:11])[CH2:9][NH:8][C:6]([NH:5][CH2:1][CH:2]([CH3:3])[CH3:4])=[O:7])[CH2:13][CH2:14]2)[CH2:16][NH:17][CH2:18][CH2:19]1. (5) Given the reactants [CH:1]([C:3]1[CH:8]=[CH:7][C:6](B(O)O)=[CH:5][CH:4]=1)=[O:2].[CH2:12]([O:14][C:15](=[O:18])[CH2:16]Br)[CH3:13].C(=O)([O-])[O-].[K+].[K+].O, predict the reaction product. The product is: [CH:1]([C:3]1[CH:8]=[CH:7][C:6]([CH2:16][C:15]([O:14][CH2:12][CH3:13])=[O:18])=[CH:5][CH:4]=1)=[O:2]. (6) The product is: [Br:12][C:11]1[CH:10]=[C:5]([CH:4]=[CH:3][C:2]=1[OH:1])[C:6]([O:8][CH3:9])=[O:7]. Given the reactants [OH:1][C:2]1[CH:11]=[CH:10][C:5]([C:6]([O:8][CH3:9])=[O:7])=[CH:4][CH:3]=1.[Br:12]Br, predict the reaction product. (7) Given the reactants C([O:3][C:4](=[O:33])[CH2:5][CH2:6][NH:7][C:8]1[N:9]=[C:10]([N:20]2[CH2:25][CH2:24][N:23]3[C:26]([C:29]([F:32])([F:31])[F:30])=[N:27][N:28]=[C:22]3[CH2:21]2)[C:11]2[CH:16]=[C:15]([CH2:17][CH2:18][CH3:19])[S:14][C:12]=2[N:13]=1)C.CO.[OH-].[Na+].Cl, predict the reaction product. The product is: [CH2:17]([C:15]1[S:14][C:12]2[N:13]=[C:8]([NH:7][CH2:6][CH2:5][C:4]([OH:33])=[O:3])[N:9]=[C:10]([N:20]3[CH2:25][CH2:24][N:23]4[C:26]([C:29]([F:31])([F:30])[F:32])=[N:27][N:28]=[C:22]4[CH2:21]3)[C:11]=2[CH:16]=1)[CH2:18][CH3:19]. (8) Given the reactants [CH:1](Br)([C:8]1[CH:13]=[CH:12][CH:11]=[CH:10][CH:9]=1)[C:2]1[CH:7]=[CH:6][CH:5]=[CH:4][CH:3]=1.[CH3:15][C@H:16]1[CH2:21][NH:20][CH2:19][C@@H:18]([CH3:22])[NH:17]1.C(N(C(C)C)CC)(C)C, predict the reaction product. The product is: [CH:1]([N:20]1[CH2:19][C@H:18]([CH3:22])[NH:17][C@H:16]([CH3:15])[CH2:21]1)([C:8]1[CH:13]=[CH:12][CH:11]=[CH:10][CH:9]=1)[C:2]1[CH:7]=[CH:6][CH:5]=[CH:4][CH:3]=1. (9) Given the reactants Br[C:2]1[C:10]([N:11]([CH3:16])[S:12]([CH3:15])(=[O:14])=[O:13])=[CH:9][C:8]2[C:4](=[C:5]([C:24]([NH:26][CH3:27])=[O:25])[N:6]([C:17]3[CH:22]=[CH:21][C:20]([F:23])=[CH:19][CH:18]=3)[N:7]=2)[CH:3]=1.CC([O-])=O.[K+].[B:33]1([B:33]2[O:37][C:36]([CH3:39])([CH3:38])[C:35]([CH3:41])([CH3:40])[O:34]2)[O:37][C:36]([CH3:39])([CH3:38])[C:35]([CH3:41])([CH3:40])[O:34]1, predict the reaction product. The product is: [F:23][C:20]1[CH:19]=[CH:18][C:17]([N:6]2[C:5]([C:24]([NH:26][CH3:27])=[O:25])=[C:4]3[C:8]([CH:9]=[C:10]([N:11]([CH3:16])[S:12]([CH3:15])(=[O:14])=[O:13])[C:2]([B:33]4[O:37][C:36]([CH3:39])([CH3:38])[C:35]([CH3:41])([CH3:40])[O:34]4)=[CH:3]3)=[N:7]2)=[CH:22][CH:21]=1. (10) Given the reactants [OH:1][C@H:2]([C@@H:24]([NH:32][C:33](=[O:43])[C@H:34]([CH:40]([CH3:42])[CH3:41])[NH:35][C:36]([O:38][CH3:39])=[O:37])[CH2:25][C:26]1[CH:31]=[CH:30][CH:29]=[CH:28][CH:27]=1)[CH2:3][N:4]([CH2:17][CH:18]1[CH2:23][CH2:22][CH2:21][CH2:20][CH2:19]1)[NH:5][C:6](=[O:16])[C@H:7]([CH:13]([CH3:15])[CH3:14])[NH:8][C:9]([O:11][CH3:12])=[O:10].[CH3:44][O:45][CH2:46][C:47](Cl)=[O:48], predict the reaction product. The product is: [CH3:44][O:45][CH2:46][C:47]([O:1][C@H:2]([C@@H:24]([NH:32][C:33](=[O:43])[C@H:34]([CH:40]([CH3:42])[CH3:41])[NH:35][C:36]([O:38][CH3:39])=[O:37])[CH2:25][C:26]1[CH:27]=[CH:28][CH:29]=[CH:30][CH:31]=1)[CH2:3][N:4]([CH2:17][CH:18]1[CH2:23][CH2:22][CH2:21][CH2:20][CH2:19]1)[NH:5][C:6](=[O:16])[C@H:7]([CH:13]([CH3:14])[CH3:15])[NH:8][C:9]([O:11][CH3:12])=[O:10])=[O:48].